From a dataset of Full USPTO retrosynthesis dataset with 1.9M reactions from patents (1976-2016). Predict the reactants needed to synthesize the given product. (1) The reactants are: Cl.Cl.[N:3]1[C:11]2[CH:10]=[CH:9][N:8]=[CH:7][C:6]=2[O:5][C:4]=1[NH:12][CH:13]1[CH2:18][CH2:17][NH:16][CH2:15][CH2:14]1.C(O[C:22]1[C:27]2[NH:28][C:29](=[O:31])[O:30][C:26]=2[CH:25]=[C:24]([CH:32]=O)[CH:23]=1)C.C([BH3-])#N.[Na+].C(N(C(C)C)C(C)C)C.[CH2:47]([OH:49])[CH3:48]. Given the product [CH2:47]([O:49][N:28]1[C:27]2[CH:22]=[CH:23][C:24]([CH2:32][N:16]3[CH2:17][CH2:18][CH:13]([NH:12][C:4]4[O:5][C:6]5[CH:7]=[N:8][CH:9]=[CH:10][C:11]=5[N:3]=4)[CH2:14][CH2:15]3)=[CH:25][C:26]=2[O:30][C:29]1=[O:31])[CH3:48], predict the reactants needed to synthesize it. (2) Given the product [C:1]([NH:4][C:5]1[CH:17]=[CH:16][C:8]2[S:9][C:10]([C:12]([OH:14])=[O:13])=[CH:11][C:7]=2[CH:6]=1)(=[O:3])[CH3:2], predict the reactants needed to synthesize it. The reactants are: [C:1]([NH:4][C:5]1[CH:17]=[CH:16][C:8]2[S:9][C:10]([C:12]([O:14]C)=[O:13])=[CH:11][C:7]=2[CH:6]=1)(=[O:3])[CH3:2].O.[OH-].[Li+].O.